From a dataset of Reaction yield outcomes from USPTO patents with 853,638 reactions. Predict the reaction yield, written as a fraction of the theoretical maximum amount of product (1.0 means a 100% yield; for example, 0.34 means a 34% yield). The catalyst is N1C=CC=CC=1. The reactants are [Br:1][C:2]1[C:3]([CH3:13])=[C:4]([C:9]([OH:12])=[CH:10][CH:11]=1)[C:5]([O:7][CH3:8])=[O:6].[C:14](OC(=O)C)(=[O:16])[CH3:15]. The yield is 0.970. The product is [C:14]([O:12][C:9]1[C:4]([C:5]([O:7][CH3:8])=[O:6])=[C:3]([CH3:13])[C:2]([Br:1])=[CH:11][CH:10]=1)(=[O:16])[CH3:15].